From a dataset of Peptide-MHC class I binding affinity with 185,985 pairs from IEDB/IMGT. Regression. Given a peptide amino acid sequence and an MHC pseudo amino acid sequence, predict their binding affinity value. This is MHC class I binding data. (1) The peptide sequence is NMLRIMASL. The MHC is HLA-A23:01 with pseudo-sequence HLA-A23:01. The binding affinity (normalized) is 0.141. (2) The peptide sequence is ILNHKFCNL. The MHC is HLA-B48:01 with pseudo-sequence HLA-B48:01. The binding affinity (normalized) is 0.0847. (3) The peptide sequence is LSSISLALV. The MHC is Mamu-A01 with pseudo-sequence Mamu-A01. The binding affinity (normalized) is 0.640. (4) The peptide sequence is NCINNTIAL. The MHC is H-2-Kb with pseudo-sequence H-2-Kb. The binding affinity (normalized) is 0.0958. (5) The peptide sequence is EIEIEKNKK. The MHC is HLA-B07:02 with pseudo-sequence HLA-B07:02. The binding affinity (normalized) is 0.0847. (6) The peptide sequence is SDMDTATET. The MHC is HLA-B18:01 with pseudo-sequence HLA-B18:01. The binding affinity (normalized) is 0. (7) The binding affinity (normalized) is 0.399. The peptide sequence is YCNYSKYWY. The MHC is HLA-A30:02 with pseudo-sequence HLA-A30:02. (8) The peptide sequence is KVILSEISFH. The MHC is HLA-A68:01 with pseudo-sequence HLA-A68:01. The binding affinity (normalized) is 0.126.